From a dataset of Forward reaction prediction with 1.9M reactions from USPTO patents (1976-2016). Predict the product of the given reaction. (1) Given the reactants [C:1]1([NH2:8])[CH:6]=[CH:5][CH:4]=[CH:3][C:2]=1[NH2:7].[Br:9][C:10]1[CH:17]=[CH:16][C:13]([CH:14]=O)=[CH:12][CH:11]=1.CC1C=CC(S(O)(=O)=O)=CC=1, predict the reaction product. The product is: [Br:9][C:10]1[CH:17]=[CH:16][C:13]([C:14]2[NH:8][C:1]3[CH:6]=[CH:5][CH:4]=[CH:3][C:2]=3[N:7]=2)=[CH:12][CH:11]=1. (2) Given the reactants [CH2:1]([C:10]1[CH:46]=[CH:45][C:13]([C:14]([C:16]2[CH:24]=[C:23]([C:25]([OH:27])=[O:26])[C:22]([C:28](=O)[C:29]3[CH:34]=[CH:33][C:32]([CH2:35][CH2:36][CH2:37][CH2:38][CH2:39][CH2:40][CH2:41][CH2:42][CH3:43])=[CH:31][CH:30]=3)=[CH:21][C:17]=2[C:18]([OH:20])=[O:19])=O)=[CH:12][CH:11]=1)[CH2:2][CH2:3][CH2:4][CH2:5][CH2:6][CH2:7][CH2:8][CH3:9].[H][H], predict the reaction product. The product is: [CH2:1]([C:10]1[CH:46]=[CH:45][C:13]([CH2:14][C:16]2[CH:24]=[C:23]([C:25]([OH:27])=[O:26])[C:22]([CH2:28][C:29]3[CH:30]=[CH:31][C:32]([CH2:35][CH2:36][CH2:37][CH2:38][CH2:39][CH2:40][CH2:41][CH2:42][CH3:43])=[CH:33][CH:34]=3)=[CH:21][C:17]=2[C:18]([OH:20])=[O:19])=[CH:12][CH:11]=1)[CH2:2][CH2:3][CH2:4][CH2:5][CH2:6][CH2:7][CH2:8][CH3:9]. (3) Given the reactants C(OC([NH:11][CH2:12][CH2:13][CH2:14][CH2:15][CH2:16][C:17]([O:19][C:20]([CH3:23])([CH3:22])[CH3:21])=[O:18])=O)C1C=CC=CC=1, predict the reaction product. The product is: [NH2:11][CH2:12][CH2:13][CH2:14][CH2:15][CH2:16][C:17]([O:19][C:20]([CH3:23])([CH3:22])[CH3:21])=[O:18]. (4) The product is: [C:1]1([C:7]2([C:12]([OH:14])=[O:13])[CH2:11][CH:10]=[CH:9][CH2:8]2)[CH:6]=[CH:5][CH:4]=[CH:3][CH:2]=1. Given the reactants [C:1]1([C:7]2([C:12]([O:14]C)=[O:13])[CH2:11][CH:10]=[CH:9][CH2:8]2)[CH:6]=[CH:5][CH:4]=[CH:3][CH:2]=1.[OH-].[Na+], predict the reaction product. (5) Given the reactants [F:1][C:2]1[CH:3]=[CH:4][C:5]2[S:9][C:8]([CH2:10][N:11]3[CH2:16][CH2:15][NH:14][CH2:13][CH2:12]3)=[N:7][C:6]=2[CH:17]=1.CCN=C=NCCCN(C)C.Cl.C1C=CC2N(O)N=NC=2C=1.C(N(CC)CC)C.[N+:47]([C:50]1[CH:55]=[CH:54][C:53]([NH:56][CH:57]2[CH2:62][CH2:61][CH:60]([O:63][CH2:64][C:65](O)=[O:66])[CH2:59][CH2:58]2)=[CH:52][C:51]=1[C:68]([F:71])([F:70])[F:69])([O-:49])=[O:48], predict the reaction product. The product is: [F:1][C:2]1[CH:3]=[CH:4][C:5]2[S:9][C:8]([CH2:10][N:11]3[CH2:16][CH2:15][N:14]([C:65](=[O:66])[CH2:64][O:63][CH:60]4[CH2:61][CH2:62][CH:57]([NH:56][C:53]5[CH:54]=[CH:55][C:50]([N+:47]([O-:49])=[O:48])=[C:51]([C:68]([F:70])([F:69])[F:71])[CH:52]=5)[CH2:58][CH2:59]4)[CH2:13][CH2:12]3)=[N:7][C:6]=2[CH:17]=1. (6) Given the reactants [C:1]1([OH:7])[CH:6]=[CH:5][CH:4]=[CH:3][CH:2]=1.[OH:8][S:9](O)(=[O:11])=[O:10], predict the reaction product. The product is: [CH:6]1[C:1]([OH:7])=[CH:2][CH:3]=[C:4]([S:9]([OH:11])(=[O:10])=[O:8])[CH:5]=1. (7) The product is: [O:37]=[C:25]1[CH2:26][C:27]([C:29]2[CH:30]=[C:31]([CH:34]=[CH:35][CH:36]=2)[C:32]#[N:33])=[N:7][C:8]2[CH:13]=[CH:12][C:11]([C:14]3[CH:15]=[CH:16][N:17]=[CH:18][CH:19]=3)=[CH:10][C:9]=2[NH:20]1. Given the reactants C(OC(=O)[NH:7][C:8]1[CH:13]=[CH:12][C:11]([C:14]2[CH:19]=[CH:18][N:17]=[CH:16][CH:15]=2)=[CH:10][C:9]=1[NH2:20])(C)(C)C.CC1(C)O[C:27]([C:29]2[CH:30]=[C:31]([CH:34]=[CH:35][CH:36]=2)[C:32]#[N:33])=[CH:26][C:25](=[O:37])O1.C(O)(C(F)(F)F)=O, predict the reaction product. (8) Given the reactants [CH3:1][O:2][C:3]1[CH:4]=[C:5]([CH:8]=[CH:9][C:10]=1[N:11]1[CH:15]=[C:14]([CH3:16])[N:13]=[CH:12]1)[CH:6]=O.[CH2:17]([O:19][C:20](=[O:34])[CH:21](P(OCC)(OCC)=O)[CH2:22][CH2:23][CH2:24][Cl:25])[CH3:18].O.[OH-].[Li+].O, predict the reaction product. The product is: [CH2:17]([O:19][C:20](=[O:34])/[C:21](=[CH:6]/[C:5]1[CH:8]=[CH:9][C:10]([N:11]2[CH:15]=[C:14]([CH3:16])[N:13]=[CH:12]2)=[C:3]([O:2][CH3:1])[CH:4]=1)/[CH2:22][CH2:23][CH2:24][Cl:25])[CH3:18].